Predict the reactants needed to synthesize the given product. From a dataset of Full USPTO retrosynthesis dataset with 1.9M reactions from patents (1976-2016). (1) Given the product [CH2:16]([O:15][C:13]([C:4]1[N:3]=[C:2]([NH:32][C@H:27]2[CH2:28][CH2:29][CH2:30][CH2:31][C@H:26]2[NH:25][C:23]([O:22][C:18]([CH3:21])([CH3:20])[CH3:19])=[O:24])[C:11]2[C:6](=[CH:7][CH:8]=[C:9]([CH3:12])[CH:10]=2)[N:5]=1)=[O:14])[CH3:17], predict the reactants needed to synthesize it. The reactants are: Cl[C:2]1[C:11]2[C:6](=[CH:7][CH:8]=[C:9]([CH3:12])[CH:10]=2)[N:5]=[C:4]([C:13]([O:15][CH2:16][CH3:17])=[O:14])[N:3]=1.[C:18]([O:22][C:23]([NH:25][C@@H:26]1[CH2:31][CH2:30][CH2:29][CH2:28][C@@H:27]1[NH2:32])=[O:24])([CH3:21])([CH3:20])[CH3:19].C(=O)([O-])O.[Na+]. (2) The reactants are: [NH:1]1[C:5]2=[N:6][CH:7]=[C:8]([NH:10][C:11]3[C:12]4[C:19]5[CH2:20][CH2:21][C@H:22]([C:24]([OH:26])=O)[CH2:23][C:18]=5[S:17][C:13]=4[N:14]=[CH:15][N:16]=3)[CH:9]=[C:4]2[CH:3]=[N:2]1.[CH3:27][NH:28][CH3:29]. Given the product [CH3:27][N:28]([CH3:29])[C:24]([C@H:22]1[CH2:21][CH2:20][C:19]2[C:12]3[C:11]([NH:10][C:8]4[CH:9]=[C:4]5[CH:3]=[N:2][NH:1][C:5]5=[N:6][CH:7]=4)=[N:16][CH:15]=[N:14][C:13]=3[S:17][C:18]=2[CH2:23]1)=[O:26], predict the reactants needed to synthesize it. (3) The reactants are: [CH2:1]([O:8][C:9]1[CH:14]=[CH:13][C:12]([N:15]2[C:19]3=[N:20][CH:21]=[CH:22][CH:23]=[C:18]3[NH:17][C:16]2=[O:24])=[CH:11][CH:10]=1)[C:2]1[CH:7]=[CH:6][CH:5]=[CH:4][CH:3]=1.[H-].[Na+].I[CH2:28][CH3:29].[Cl-].[Cl-].[Ca+2]. Given the product [CH2:1]([O:8][C:9]1[CH:10]=[CH:11][C:12]([N:15]2[C:19]3=[N:20][CH:21]=[CH:22][CH:23]=[C:18]3[N:17]([CH2:28][CH3:29])[C:16]2=[O:24])=[CH:13][CH:14]=1)[C:2]1[CH:7]=[CH:6][CH:5]=[CH:4][CH:3]=1, predict the reactants needed to synthesize it. (4) The reactants are: F[C:2]1[CH:3]=[CH:4][C:5]([C:12]([F:15])([F:14])[F:13])=[C:6]([CH2:8][C:9]([OH:11])=[O:10])[CH:7]=1.[CH2:16]([OH:23])[C:17]1[CH:22]=[CH:21][CH:20]=[CH:19][CH:18]=1. Given the product [CH2:16]([O:23][C:2]1[CH:3]=[CH:4][C:5]([C:12]([F:15])([F:14])[F:13])=[C:6]([CH2:8][C:9]([OH:11])=[O:10])[CH:7]=1)[C:17]1[CH:22]=[CH:21][CH:20]=[CH:19][CH:18]=1, predict the reactants needed to synthesize it.